Dataset: NCI-60 drug combinations with 297,098 pairs across 59 cell lines. Task: Regression. Given two drug SMILES strings and cell line genomic features, predict the synergy score measuring deviation from expected non-interaction effect. (1) Drug 1: CC1=C2C(C(=O)C3(C(CC4C(C3C(C(C2(C)C)(CC1OC(=O)C(C(C5=CC=CC=C5)NC(=O)C6=CC=CC=C6)O)O)OC(=O)C7=CC=CC=C7)(CO4)OC(=O)C)O)C)OC(=O)C. Drug 2: C#CCC(CC1=CN=C2C(=N1)C(=NC(=N2)N)N)C3=CC=C(C=C3)C(=O)NC(CCC(=O)O)C(=O)O. Cell line: HT29. Synergy scores: CSS=51.3, Synergy_ZIP=0.344, Synergy_Bliss=-5.23, Synergy_Loewe=-17.2, Synergy_HSA=-5.57. (2) Drug 1: CCC1(CC2CC(C3=C(CCN(C2)C1)C4=CC=CC=C4N3)(C5=C(C=C6C(=C5)C78CCN9C7C(C=CC9)(C(C(C8N6C=O)(C(=O)OC)O)OC(=O)C)CC)OC)C(=O)OC)O.OS(=O)(=O)O. Drug 2: CS(=O)(=O)OCCCCOS(=O)(=O)C. Cell line: SNB-19. Synergy scores: CSS=8.51, Synergy_ZIP=-0.451, Synergy_Bliss=1.13, Synergy_Loewe=-0.620, Synergy_HSA=1.87. (3) Drug 1: C(CN)CNCCSP(=O)(O)O. Drug 2: COCCOC1=C(C=C2C(=C1)C(=NC=N2)NC3=CC=CC(=C3)C#C)OCCOC.Cl. Cell line: T-47D. Synergy scores: CSS=4.40, Synergy_ZIP=6.98, Synergy_Bliss=4.48, Synergy_Loewe=0.856, Synergy_HSA=1.92. (4) Drug 1: C1=CN(C=N1)CC(O)(P(=O)(O)O)P(=O)(O)O. Drug 2: C1=NC2=C(N1)C(=S)N=CN2. Cell line: UACC-257. Synergy scores: CSS=15.3, Synergy_ZIP=-7.24, Synergy_Bliss=0.835, Synergy_Loewe=-5.07, Synergy_HSA=1.42. (5) Drug 1: COC1=CC(=CC(=C1O)OC)C2C3C(COC3=O)C(C4=CC5=C(C=C24)OCO5)OC6C(C(C7C(O6)COC(O7)C8=CC=CS8)O)O. Drug 2: CCCCCOC(=O)NC1=NC(=O)N(C=C1F)C2C(C(C(O2)C)O)O. Cell line: SN12C. Synergy scores: CSS=40.3, Synergy_ZIP=-6.30, Synergy_Bliss=0.217, Synergy_Loewe=-64.9, Synergy_HSA=1.94. (6) Drug 1: CC1=C(C=C(C=C1)NC2=NC=CC(=N2)N(C)C3=CC4=NN(C(=C4C=C3)C)C)S(=O)(=O)N.Cl. Drug 2: COC1=NC(=NC2=C1N=CN2C3C(C(C(O3)CO)O)O)N. Cell line: HCT116. Synergy scores: CSS=-1.70, Synergy_ZIP=1.55, Synergy_Bliss=1.75, Synergy_Loewe=-2.50, Synergy_HSA=-2.00. (7) Drug 1: C1CN1P(=S)(N2CC2)N3CC3. Drug 2: CC12CCC3C(C1CCC2OP(=O)(O)O)CCC4=C3C=CC(=C4)OC(=O)N(CCCl)CCCl.[Na+]. Cell line: LOX IMVI. Synergy scores: CSS=23.8, Synergy_ZIP=-9.56, Synergy_Bliss=-8.40, Synergy_Loewe=-35.7, Synergy_HSA=-6.49.